Task: Predict the product of the given reaction.. Dataset: Forward reaction prediction with 1.9M reactions from USPTO patents (1976-2016) Given the reactants [CH3:1]OC1C=C(B(O)O)C=CC=1.[Br:12][C:13]1[C:14]([CH3:34])=[C:15]([CH:31]=[CH:32][CH:33]=1)[CH2:16][O:17][C:18]1[CH:30]=[CH:29][C:21]([CH2:22][NH:23][C@@H:24]([CH3:28])C(O)=O)=[CH:20][CH:19]=1.[C:35](=[O:38])([O-:37])[O-:36].[Cs+:39].[Cs+].ClCCl, predict the reaction product. The product is: [Br:12][C:13]1[C:14]([CH3:34])=[C:15]([CH:31]=[CH:32][CH:33]=1)[CH2:16][O:17][C:18]1[CH:19]=[CH:20][C:21]([CH2:22][N:23]2[CH2:24][CH2:28][CH2:1]2)=[CH:29][CH:30]=1.[C:35](=[O:36])([O-:38])[O-:37].[Cs+:39].[Cs+:39].